From a dataset of Catalyst prediction with 721,799 reactions and 888 catalyst types from USPTO. Predict which catalyst facilitates the given reaction. (1) Reactant: [F:1][C:2]([F:7])([F:6])[C:3]([OH:5])=[O:4].C([CH:11]([C:38](=[O:40])[NH2:39])[O:12][C:13]1[CH:14]=[C:15]([CH:35]=[CH:36][CH:37]=1)[C:16]([C:18]1[C:27]2[C:22](=[CH:23][C:24]([O:30][CH3:31])=[C:25]([O:28][CH3:29])[CH:26]=2)[C:21]([C:32]([OH:34])=[O:33])=[CH:20][N:19]=1)=[O:17])(C)C.N1[CH2:46][CH2:45][S:44][CH2:43][CH2:42]1. Product: [F:1][C:2]([F:7])([F:6])[C:3]([OH:5])=[O:4].[CH3:31][O:30][C:24]1[CH:23]=[C:22]2[C:27](=[CH:26][C:25]=1[O:28][CH3:29])[C:18]([C:16](=[O:17])[C:15]1[CH:35]=[CH:36][CH:37]=[C:13]([O:12][CH2:11][C:38](=[O:40])[N:39]3[CH2:46][CH2:45][S:44][CH2:43][CH2:42]3)[CH:14]=1)=[N:19][CH:20]=[C:21]2[C:32]([OH:34])=[O:33]. The catalyst class is: 2. (2) Reactant: [OH:1][C:2]1[CH:3]=[C:4]([CH:7]=[CH:8][C:9]=1[O:10][CH3:11])[CH:5]=[O:6].[CH3:12][S:13](Cl)(=[O:15])=[O:14]. Product: [CH3:12][S:13]([O:1][C:2]1[CH:3]=[C:4]([CH:5]=[O:6])[CH:7]=[CH:8][C:9]=1[O:10][CH3:11])(=[O:15])=[O:14]. The catalyst class is: 2. (3) Reactant: I[CH2:2][CH2:3][O:4][CH2:5][CH2:6][NH:7][C:8](=[O:14])[O:9][C:10]([CH3:13])([CH3:12])[CH3:11].[CH3:15][S:16]([O-:18])=[O:17].[Na+].N1C=CC=CC=1. Product: [CH3:15][S:16]([CH2:2][CH2:3][O:4][CH2:5][CH2:6][NH:7][C:8](=[O:14])[O:9][C:10]([CH3:13])([CH3:12])[CH3:11])(=[O:18])=[O:17]. The catalyst class is: 9. (4) Reactant: [OH:1][C:2]1[N:6]([CH3:7])[N:5]=[C:4]([C:8]([F:11])([F:10])[F:9])[CH:3]=1.[C:12](=[O:15])([O-])[O-].[K+].[K+].C=O.[CH2:20](Br)[C:21]#[CH:22]. Product: [CH2:22]([O:1][C:2]1[N:6]([CH3:7])[N:5]=[C:4]([C:8]([F:11])([F:10])[F:9])[C:3]=1[CH2:12][OH:15])[C:21]#[CH:20]. The catalyst class is: 384. (5) Reactant: Cl[C:2]1[CH:3]=[CH:4][C:5]2[N:6]([C:8]([N+:11]([O-:13])=[O:12])=[CH:9][N:10]=2)[N:7]=1.[C:14]1([C@@H:20]([NH2:22])[CH3:21])[CH:19]=[CH:18][CH:17]=[CH:16][CH:15]=1. Product: [N+:11]([C:8]1[N:6]2[N:7]=[C:2]([NH:22][C@H:20]([C:14]3[CH:19]=[CH:18][CH:17]=[CH:16][CH:15]=3)[CH3:21])[CH:3]=[CH:4][C:5]2=[N:10][CH:9]=1)([O-:13])=[O:12]. The catalyst class is: 58. (6) Reactant: [CH3:1][O:2][C:3]1[C:4]2[CH:11]=[CH:10][N:9]([S:12]([C:15]3[CH:20]=[CH:19][C:18]([CH3:21])=[CH:17][CH:16]=3)(=[O:14])=[O:13])[C:5]=2[N:6]=[CH:7][N:8]=1.C([Li])CCC.[I:27]I. Product: [I:27][C:10]1[N:9]([S:12]([C:15]2[CH:20]=[CH:19][C:18]([CH3:21])=[CH:17][CH:16]=2)(=[O:13])=[O:14])[C:5]2[N:6]=[CH:7][N:8]=[C:3]([O:2][CH3:1])[C:4]=2[CH:11]=1. The catalyst class is: 188. (7) Reactant: C(OC([N:8]1[C@@H:12]([CH2:13][CH2:14][C:15]2[CH:20]=[CH:19][C:18]([NH:21][C:22]3[CH:27]=[CH:26][C:25]([Cl:28])=[CH:24][CH:23]=3)=[CH:17][CH:16]=2)[CH2:11][O:10]C1(C)C)=O)(C)(C)C.Cl.[OH-].[Na+]. Product: [NH2:8][C@@H:12]([CH2:13][CH2:14][C:15]1[CH:20]=[CH:19][C:18]([NH:21][C:22]2[CH:23]=[CH:24][C:25]([Cl:28])=[CH:26][CH:27]=2)=[CH:17][CH:16]=1)[CH2:11][OH:10]. The catalyst class is: 1. (8) Reactant: [Cl:1][C:2]1[C:6]([C:7]#[N:8])=[C:5]([C:9]2[CH:14]=[CH:13][C:12]([O:15][CH3:16])=[CH:11][CH:10]=2)[S:4][N:3]=1.[OH-:17].[Na+].OO. Product: [Cl:1][C:2]1[C:6]([C:7]([NH2:8])=[O:17])=[C:5]([C:9]2[CH:14]=[CH:13][C:12]([O:15][CH3:16])=[CH:11][CH:10]=2)[S:4][N:3]=1. The catalyst class is: 40.